This data is from Reaction yield outcomes from USPTO patents with 853,638 reactions. The task is: Predict the reaction yield, written as a fraction of the theoretical maximum amount of product (1.0 means a 100% yield; for example, 0.34 means a 34% yield). (1) The yield is 0.230. The reactants are [O:1]1[C:5]2[CH:6]=[CH:7][C:8]([C:10]3([C:13]([NH:15][C:16]4[CH:17]=[CH:18][C:19]([CH2:33][C:34]#[N:35])=[C:20]([C:22]5[CH:27]=[CH:26][C:25]([C:28]([N:30]([CH3:32])[CH3:31])=[O:29])=[CH:24][CH:23]=5)[CH:21]=4)=[O:14])[CH2:12][CH2:11]3)=[CH:9][C:4]=2[O:3][CH2:2]1.[OH:36]O.[OH-].[Na+]. The product is [NH2:35][C:34](=[O:36])[CH2:33][C:19]1[CH:18]=[CH:17][C:16]([NH:15][C:13]([C:10]2([C:8]3[CH:7]=[CH:6][C:5]4[O:1][CH2:2][O:3][C:4]=4[CH:9]=3)[CH2:11][CH2:12]2)=[O:14])=[CH:21][C:20]=1[C:22]1[CH:27]=[CH:26][C:25]([C:28]([N:30]([CH3:32])[CH3:31])=[O:29])=[CH:24][CH:23]=1. The catalyst is CO. (2) The reactants are [CH2:1]([O:8][NH:9][C@H:10]1[CH2:15][N:14]([C:16]([O:18][C:19]([CH3:22])([CH3:21])[CH3:20])=[O:17])[C@H:13]([C:23]([OH:25])=[O:24])[CH2:12][CH2:11]1)[C:2]1[CH:7]=[CH:6][CH:5]=[CH:4][CH:3]=1.O[N:27]1[C:35](=[O:36])[C:34]2[C:29](=[CH:30][CH:31]=[CH:32][CH:33]=2)[C:28]1=[O:37].Cl.C(N=C=NCCCN(C)C)C. The catalyst is ClCCl.CN(C)C1C=CN=CC=1.C(OCC)(=O)C. The product is [CH2:1]([O:8][NH:9][C@H:10]1[CH2:15][N:14]([C:16]([O:18][C:19]([CH3:21])([CH3:22])[CH3:20])=[O:17])[C@H:13]([C:23]([O:25][N:27]2[C:35](=[O:36])[C:34]3[C:29](=[CH:30][CH:31]=[CH:32][CH:33]=3)[C:28]2=[O:37])=[O:24])[CH2:12][CH2:11]1)[C:2]1[CH:3]=[CH:4][CH:5]=[CH:6][CH:7]=1. The yield is 0.860. (3) The reactants are [N:1]1([C:7]2[C:8]3[S:15][C:14]([C:16]4[CH2:17][C:18]([CH3:25])([CH3:24])[NH:19][C:20]([CH3:23])([CH3:22])[CH:21]=4)=[CH:13][C:9]=3[N:10]=[CH:11][N:12]=2)[CH2:6][CH2:5][NH:4][CH2:3][CH2:2]1.[Cl:26][C:27]1[CH:28]=[C:29]([C@@H:33]([NH:35][C:36](=O)[O:37]C2C=CC([N+]([O-])=O)=CC=2)[CH3:34])[CH:30]=[CH:31][CH:32]=1.C(N(CC)C(C)C)(C)C. The catalyst is C(#N)C. The product is [Cl:26][C:27]1[CH:28]=[C:29]([C@@H:33]([NH:35][C:36]([N:4]2[CH2:3][CH2:2][N:1]([C:7]3[C:8]4[S:15][C:14]([C:16]5[CH2:17][C:18]([CH3:25])([CH3:24])[NH:19][C:20]([CH3:23])([CH3:22])[CH:21]=5)=[CH:13][C:9]=4[N:10]=[CH:11][N:12]=3)[CH2:6][CH2:5]2)=[O:37])[CH3:34])[CH:30]=[CH:31][CH:32]=1. The yield is 0.0160.